Dataset: Reaction yield outcomes from USPTO patents with 853,638 reactions. Task: Predict the reaction yield, written as a fraction of the theoretical maximum amount of product (1.0 means a 100% yield; for example, 0.34 means a 34% yield). (1) The reactants are [NH2:1][C:2]1[CH:6]=[CH:5][N:4]([CH2:7][CH2:8][OH:9])[N:3]=1.[Si:10](Cl)([C:13]([CH3:16])([CH3:15])[CH3:14])([CH3:12])[CH3:11].N1C=CN=C1. The catalyst is CN(C=O)C. The product is [Si:10]([O:9][CH2:8][CH2:7][N:4]1[CH:5]=[CH:6][C:2]([NH2:1])=[N:3]1)([C:13]([CH3:16])([CH3:15])[CH3:14])([CH3:12])[CH3:11]. The yield is 0.610. (2) The reactants are COC(=O)CCCC1OC=C(C2C=CC=CC=2[N+]([O-])=O)N=1.Br[CH2:23][C:24]([C:26]1[CH:31]=[CH:30][CH:29]=[CH:28][C:27]=1[N+:32]([O-:34])=[O:33])=O.[CH3:35][O:36][C:37](=[O:43])[CH2:38][CH2:39][C:40]([NH2:42])=[O:41]. No catalyst specified. The product is [CH3:35][O:36][C:37](=[O:43])[CH2:38][CH2:39][C:40]1[O:41][CH:23]=[C:24]([C:26]2[CH:31]=[CH:30][CH:29]=[CH:28][C:27]=2[N+:32]([O-:34])=[O:33])[N:42]=1. The yield is 0.360.